From a dataset of Reaction yield outcomes from USPTO patents with 853,638 reactions. Predict the reaction yield, written as a fraction of the theoretical maximum amount of product (1.0 means a 100% yield; for example, 0.34 means a 34% yield). (1) The catalyst is CO. The reactants are C([C:3]1[CH:4]=[C:5]([CH:21]=[CH:22][C:23]=1[B:24]1[O:28]C(C)(C)[C:26](C)(C)[O:25]1)[O:6][C:7]1[CH:14]=[CH:13][C:10]([C:11]#[N:12])=[C:9]([N:15]([CH2:17][CH2:18][O:19][CH3:20])[CH3:16])[N:8]=1)=O.[BH4-].[Na+].Cl. The product is [OH:28][B:24]1[C:23]2[CH:22]=[CH:21][C:5]([O:6][C:7]3[CH:14]=[CH:13][C:10]([C:11]#[N:12])=[C:9]([N:15]([CH2:17][CH2:18][O:19][CH3:20])[CH3:16])[N:8]=3)=[CH:4][C:3]=2[CH2:26][O:25]1. The yield is 0.260. (2) The reactants are C([O:8][C:9]1[CH:30]=[C:29]([O:31]CC2C=CC=CC=2)[C:28]([CH:39]([CH3:41])[CH3:40])=[CH:27][C:10]=1[C:11]([NH:13][C:14]1[CH:19]=CC(OC)=[C:16]([N:22]([CH3:26])[CH2:23][CH2:24][CH3:25])[CH:15]=1)=O)C1C=CC=CC=1.COC1C=CC(P2(SP(C3C=CC([O:62][CH3:63])=CC=3)(=S)S2)=S)=CC=1.[NH2:64][NH2:65].C1N=CN(C(N2C=NC=C2)=O)C=1.O1[CH2:83][CH2:82][O:81][CH2:80]C1. The catalyst is C1(C)C=CC=CC=1.C(OCC)(=O)C.O. The product is [OH:62][C:63]1[N:13]([C:14]2[CH:19]=[CH:83][C:82]([O:81][CH3:80])=[C:16]([N:22]([CH3:26])[CH2:23][CH2:24][CH3:25])[CH:15]=2)[C:11]([C:10]2[CH:27]=[C:28]([CH:39]([CH3:40])[CH3:41])[C:29]([OH:31])=[CH:30][C:9]=2[OH:8])=[N:64][N:65]=1. The yield is 0.330. (3) The reactants are Br[C:2]1[CH:7]=[CH:6][C:5]([Br:8])=[CH:4][CH:3]=1.C([Li])CCC.[CH2:14]([CH:18]1[CH2:22][O:21][C@@H:20]([C:23]([F:26])([F:25])[F:24])[NH:19]1)[CH:15]([CH3:17])[CH3:16]. The catalyst is C1COCC1. The product is [Br:8][C:5]1[CH:6]=[CH:7][C:2]([CH:20]([NH:19][C@@H:18]([CH2:14][CH:15]([CH3:17])[CH3:16])[CH2:22][OH:21])[C:23]([F:25])([F:24])[F:26])=[CH:3][CH:4]=1. The yield is 0.530. (4) The reactants are [Br:1][C:2]1[CH:3]=[C:4]([N:13]([C@H:16]2[CH2:21][CH2:20][C@H:19]([NH:22][C:23]([O:25][C:26]([CH3:29])([CH3:28])[CH3:27])=[O:24])[CH2:18][CH2:17]2)[CH2:14][CH3:15])[C:5]([CH3:12])=[C:6]([CH:11]=1)[C:7]([O:9][CH3:10])=[O:8].[H-].[Na+].[CH3:32]I. The catalyst is C1COCC1. The product is [Br:1][C:2]1[CH:3]=[C:4]([N:13]([C@H:16]2[CH2:17][CH2:18][C@H:19]([N:22]([C:23]([O:25][C:26]([CH3:28])([CH3:27])[CH3:29])=[O:24])[CH3:32])[CH2:20][CH2:21]2)[CH2:14][CH3:15])[C:5]([CH3:12])=[C:6]([CH:11]=1)[C:7]([O:9][CH3:10])=[O:8]. The yield is 0.974. (5) The reactants are [CH2:1]1[C:3]([NH2:7])([C:4]([OH:6])=[O:5])[CH2:2]1.Cl[Si](C)(C)C.CCN(C(C)C)C(C)C.Cl[C:23]([O:25][CH:26](Cl)[CH:27](C)C)=[O:24].[C:31]1([CH2:37][C:38]([OH:40])=[O:39])[CH:36]=[CH:35][CH:34]=[CH:33][CH:32]=1. The catalyst is C(Cl)(Cl)Cl. The product is [C:31]1([CH2:37][C:38]([O:40][CH2:27][CH2:26][O:25][C:23]([NH:7][C:3]2([C:4]([OH:6])=[O:5])[CH2:2][CH2:1]2)=[O:24])=[O:39])[CH:36]=[CH:35][CH:34]=[CH:33][CH:32]=1. The yield is 0.144. (6) The reactants are [Cl:1][C:2]1[CH:3]=[CH:4][C:5]([S:9][CH2:10][C:11]2[N:16]=[CH:15][CH:14]=[CH:13][N:12]=2)=[C:6]([CH:8]=1)[NH2:7].[O:17]1[C:21]2[CH:22]=[CH:23][CH:24]=[CH:25][C:20]=2[CH:19]=[C:18]1[S:26](Cl)(=[O:28])=[O:27]. The catalyst is N1C=CC=CC=1. The product is [Cl:1][C:2]1[CH:3]=[CH:4][C:5]([S:9][CH2:10][C:11]2[N:12]=[CH:13][CH:14]=[CH:15][N:16]=2)=[C:6]([NH:7][S:26]([C:18]2[O:17][C:21]3[CH:22]=[CH:23][CH:24]=[CH:25][C:20]=3[CH:19]=2)(=[O:27])=[O:28])[CH:8]=1. The yield is 0.510.